From a dataset of NCI-60 drug combinations with 297,098 pairs across 59 cell lines. Regression. Given two drug SMILES strings and cell line genomic features, predict the synergy score measuring deviation from expected non-interaction effect. (1) Drug 1: CNC(=O)C1=CC=CC=C1SC2=CC3=C(C=C2)C(=NN3)C=CC4=CC=CC=N4. Drug 2: C1CC(=O)NC(=O)C1N2CC3=C(C2=O)C=CC=C3N. Cell line: COLO 205. Synergy scores: CSS=-6.07, Synergy_ZIP=0.657, Synergy_Bliss=-5.73, Synergy_Loewe=-8.11, Synergy_HSA=-8.96. (2) Drug 1: CC12CCC(CC1=CCC3C2CCC4(C3CC=C4C5=CN=CC=C5)C)O. Drug 2: CN(C)N=NC1=C(NC=N1)C(=O)N. Cell line: OVCAR-4. Synergy scores: CSS=8.06, Synergy_ZIP=-2.57, Synergy_Bliss=-1.13, Synergy_Loewe=-8.22, Synergy_HSA=-1.11. (3) Synergy scores: CSS=3.98, Synergy_ZIP=-1.68, Synergy_Bliss=-3.72, Synergy_Loewe=-4.47, Synergy_HSA=-4.62. Cell line: EKVX. Drug 1: CS(=O)(=O)C1=CC(=C(C=C1)C(=O)NC2=CC(=C(C=C2)Cl)C3=CC=CC=N3)Cl. Drug 2: CC(C)CN1C=NC2=C1C3=CC=CC=C3N=C2N. (4) Drug 1: CCC1=C2CN3C(=CC4=C(C3=O)COC(=O)C4(CC)O)C2=NC5=C1C=C(C=C5)O. Drug 2: CC1C(C(CC(O1)OC2CC(OC(C2O)C)OC3=CC4=CC5=C(C(=O)C(C(C5)C(C(=O)C(C(C)O)O)OC)OC6CC(C(C(O6)C)O)OC7CC(C(C(O7)C)O)OC8CC(C(C(O8)C)O)(C)O)C(=C4C(=C3C)O)O)O)O. Cell line: CCRF-CEM. Synergy scores: CSS=97.1, Synergy_ZIP=-2.28, Synergy_Bliss=-6.83, Synergy_Loewe=-7.18, Synergy_HSA=-6.90.